This data is from Reaction yield outcomes from USPTO patents with 853,638 reactions. The task is: Predict the reaction yield, written as a fraction of the theoretical maximum amount of product (1.0 means a 100% yield; for example, 0.34 means a 34% yield). (1) The product is [Br-:1].[CH3:27][C:23]1[CH:22]=[N+:21]([CH2:2][CH2:3][CH2:4][CH2:5][CH2:6][CH2:7][CH2:8][CH2:9][CH2:10][CH2:11][CH2:12][CH2:13][CH2:14][C:15]2[CH:16]=[N:17][CH:18]=[CH:19][CH:20]=2)[CH:26]=[CH:25][CH:24]=1. The yield is 0.650. No catalyst specified. The reactants are [Br:1][CH2:2][CH2:3][CH2:4][CH2:5][CH2:6][CH2:7][CH2:8][CH2:9][CH2:10][CH2:11][CH2:12][CH2:13][CH2:14][C:15]1[CH:16]=[N:17][CH:18]=[CH:19][CH:20]=1.[N:21]1[CH:26]=[CH:25][CH:24]=[C:23]([CH3:27])[CH:22]=1. (2) The product is [Br:14][C:8]1[C:3]([O:2][CH3:1])=[CH:4][C:5]([CH3:13])=[C:6]([NH:9][C:10](=[O:12])[CH3:11])[CH:7]=1. The reactants are [CH3:1][O:2][C:3]1[CH:8]=[CH:7][C:6]([NH:9][C:10](=[O:12])[CH3:11])=[C:5]([CH3:13])[CH:4]=1.[Br:14]Br.OS([O-])=O.[Na+].O. The yield is 0.570. The catalyst is C(O)(=O)C.C(Cl)Cl. (3) The reactants are C(O[C:4]([C:6]1[CH:7]=[N:8][CH:9]=[C:10]([C:13]([O:15][CH2:16][CH3:17])=[O:14])[C:11]=1Cl)=[O:5])C.[OH:18][CH2:19][C:20]([N:22]([CH3:24])[CH3:23])=[O:21].[H-].[Na+]. The catalyst is CN(C=O)C. The product is [CH2:16]([O:15][C:13]([C:10]1[C:11]2[O:18][C:19]([C:20](=[O:21])[N:22]([CH3:24])[CH3:23])=[C:4]([OH:5])[C:6]=2[CH:7]=[N:8][CH:9]=1)=[O:14])[CH3:17]. The yield is 0.430. (4) The reactants are [PH4+].[Li]CCCC.[O:7]1[CH2:12][CH2:11][CH2:10][C:9](=O)[CH2:8]1.[CH2:14]1C[O:17][CH2:16][CH2:15]1. No catalyst specified. The product is [O:7]1[CH2:12][CH2:11][CH2:10][C:9](=[CH:14][CH2:15][CH2:16][OH:17])[CH2:8]1. The yield is 0.690.